This data is from Full USPTO retrosynthesis dataset with 1.9M reactions from patents (1976-2016). The task is: Predict the reactants needed to synthesize the given product. Given the product [NH:19]1[C:20]2[C:16](=[CH:15][CH:14]=[C:13]([NH:12][C:2]3[N:3]=[C:4]([NH2:11])[C:5]4[CH:10]=[CH:9][NH:8][C:6]=4[N:7]=3)[CH:21]=2)[CH:17]=[N:18]1, predict the reactants needed to synthesize it. The reactants are: Cl[C:2]1[N:3]=[C:4]([NH2:11])[C:5]2[CH:10]=[CH:9][NH:8][C:6]=2[N:7]=1.[NH2:12][C:13]1[CH:21]=[C:20]2[C:16]([CH:17]=[N:18][NH:19]2)=[CH:15][CH:14]=1.C[Si](Cl)(C)C.